This data is from hERG Central: cardiac toxicity at 1µM, 10µM, and general inhibition. The task is: Predict hERG channel inhibition at various concentrations. (1) The molecule is OCCC1CN(CC(c2ccccc2)c2ccccc2)CCN1C1CCCC1. Results: hERG_inhib (hERG inhibition (general)): blocker. (2) The molecule is CC(C)N(CCn1c(SCC(=O)N2CC(=O)Nc3ccccc32)nc2ccccc2c1=O)C(C)C. Results: hERG_inhib (hERG inhibition (general)): blocker. (3) The compound is COc1ccc(C(=O)C2CCCN(C/C=C/c3ccccc3OC)C2)c(OC)c1. Results: hERG_inhib (hERG inhibition (general)): blocker. (4) The molecule is O=C(CN(Cc1ccccc1)S(=O)(=O)c1ccc(F)cc1)NCc1ccncc1. Results: hERG_inhib (hERG inhibition (general)): blocker. (5) The compound is CCCCc1ccc(NC(=O)CSc2nc(=O)n(CCCN3CCOCC3)c3c2CCC3)cc1. Results: hERG_inhib (hERG inhibition (general)): blocker. (6) Results: hERG_inhib (hERG inhibition (general)): blocker. The drug is CN1CCN(C(=O)/C(=C/c2cccs2)NC(=O)c2ccco2)CC1.